From a dataset of Peptide-MHC class I binding affinity with 185,985 pairs from IEDB/IMGT. Regression. Given a peptide amino acid sequence and an MHC pseudo amino acid sequence, predict their binding affinity value. This is MHC class I binding data. (1) The peptide sequence is FLFFMQGKGI. The MHC is HLA-B51:01 with pseudo-sequence HLA-B51:01. The binding affinity (normalized) is 0.00917. (2) The peptide sequence is QPLSQVSF. The MHC is HLA-B07:02 with pseudo-sequence HLA-B07:02. The binding affinity (normalized) is 0.183. (3) The peptide sequence is SQLPPACPV. The MHC is HLA-B57:01 with pseudo-sequence HLA-B57:01. The binding affinity (normalized) is 0.0847. (4) The peptide sequence is VPWQEKTAS. The MHC is HLA-A02:01 with pseudo-sequence HLA-A02:01. The binding affinity (normalized) is 0.0847. (5) The peptide sequence is DYMPSMKRF. The MHC is HLA-A30:01 with pseudo-sequence HLA-A30:01. The binding affinity (normalized) is 0.268. (6) The peptide sequence is GLYSSTVPV. The MHC is HLA-B38:01 with pseudo-sequence HLA-B38:01. The binding affinity (normalized) is 0. (7) The peptide sequence is VTTNNLLEQL. The MHC is HLA-A02:03 with pseudo-sequence HLA-A02:03. The binding affinity (normalized) is 0.0949.